From a dataset of Experimentally validated miRNA-target interactions with 360,000+ pairs, plus equal number of negative samples. Binary Classification. Given a miRNA mature sequence and a target amino acid sequence, predict their likelihood of interaction. (1) The miRNA is hsa-miR-377-3p with sequence AUCACACAAAGGCAACUUUUGU. The protein sequence of the target gene is MTTNPKPNKALKVKKEAGENAPVLSDDELVSMSVRELNQHLRGLTKEEVTRLKQRRRTLKNRGYAASCRIKRVTQKEELERQRVELQQEVEKLARENSSMRLELDALRSKYEALQTFARTVARGPVTPTKVATTSVITIVKSAELSSTSVPFSAAS. Result: 0 (no interaction). (2) The miRNA is hsa-miR-3939 with sequence UACGCGCAGACCACAGGAUGUC. The protein sequence of the target gene is MKEEKEHRPKEKRVTLLTPAGATGSGGGTSGDSSKGEDKQDRNKEKKEALSKVVIRRLPPTLTKEQLQEHLQPMPEHDYFEFFSNDTSLYPHMYARAYINFKNQEDIILFRDRFDGYVFLDNKGQEYPAIVEFAPFQKAAKKKTKKRDTKVGTIDDDPEYRKFLESYATDNEKMTSTPETLLEEIEAKNRELIAKKTTPLLSFLKNKQRMREEKREERRRREIERKRQREEERRKWKEEEKRKRKDIEKLKKIDRIPERDKLKDEPKIKVHRFLLQAVNQKNLLKKPEKGDEKELDKREK.... Result: 0 (no interaction). (3) The miRNA is hsa-miR-1298-3p with sequence CAUCUGGGCAACUGACUGAAC. The protein sequence of the target gene is MAATFQLPGHQEMPLTFQDVAVYFSQAEGRQLGPQQRALYRDVMLENYGNVASLGFPVPKPELISQLEQGKELWVLNLLGAEEPDILKSCQKDSEVGTKKELSILNQKFSEEVKTPEFVSRRLLRDNAQAAEFREAWGREGKLKERVGNSAGQSLNKPNIHKRVLTEATVGRERSLGERTQECSAFDRNLNLDQNVVRLQRNKTGERVFKCDICSKTFKYNSDLSRHQRSHTGEKPYECGRCGRAFTHSSNLVLHHHIHTGNKPFKCDECGKTFGLNSHLRLHRRIHTGEKPFGCGECGK.... Result: 1 (interaction).